This data is from Reaction yield outcomes from USPTO patents with 853,638 reactions. The task is: Predict the reaction yield, written as a fraction of the theoretical maximum amount of product (1.0 means a 100% yield; for example, 0.34 means a 34% yield). (1) The reactants are C(=O)(OC(C)(C)C)[O:2][C:3]1[N:7]([C:8]2[CH:13]=[CH:12][CH:11]=[CH:10][N:9]=2)[N:6]=[C:5]([C:14]2[CH:15]=[C:16]([C:20]3[CH:25]=[CH:24][CH:23]=[C:22]([C:26]4[CH:31]=[CH:30][CH:29]=[CH:28][CH:27]=4)[CH:21]=3)[CH:17]=[CH:18][CH:19]=2)[CH:4]=1.C(=O)(OC(C)(C)C)OC1N(C2C=CC=CN=2)N=C(C2C=CC(C3C=CC=CC=3)=CC=2)C=1. No catalyst specified. The product is [C:26]1([C:22]2[CH:21]=[C:20]([C:16]3[CH:17]=[CH:18][CH:19]=[C:14]([C:5]4[CH:4]=[C:3]([OH:2])[N:7]([C:8]5[CH:13]=[CH:12][CH:11]=[CH:10][N:9]=5)[N:6]=4)[CH:15]=3)[CH:25]=[CH:24][CH:23]=2)[CH:27]=[CH:28][CH:29]=[CH:30][CH:31]=1. The yield is 0.850. (2) The reactants are [F:1][C:2]1[CH:3]=[C:4]([CH:10]=[CH:11][CH:12]=1)[CH:5]=[CH:6][C:7]([OH:9])=[O:8].[CH:13]12CC(C=C1)CC2CO.C1(C)C=CC=CC=1. The yield is 0.540. The catalyst is [OH-].C([O-])(=O)C.[Zr+4].C(OCC)(=O)C. The product is [CH:12]12[CH2:5][CH:4]([CH:3]=[CH:2]1)[CH2:10][CH2:11]2.[CH3:13][C:3]1[C:2]([F:1])=[CH:12][CH:11]=[CH:10][C:4]=1[CH:5]=[CH:6][C:7]([O-:9])=[O:8]. (3) The reactants are [CH:1]([C:4]1[C:8]([CH2:9][CH2:10][CH2:11][OH:12])=[CH:7][N:6]([C:13]2[CH:18]=[CH:17][C:16]([C:19]([F:22])([F:21])[F:20])=[CH:15][N:14]=2)[N:5]=1)([CH3:3])[CH3:2].O[C:24]1[C:29]([O:30][CH3:31])=[CH:28][CH:27]=[CH:26][C:25]=1[CH2:32][CH2:33][C:34]([O:36]CC)=[O:35].C(P(CCCC)CCCC)CCC.N(C(N1CCCCC1)=O)=NC(N1CCCCC1)=O. The catalyst is O1CCCC1. The product is [CH:1]([C:4]1[C:8]([CH2:9][CH2:10][CH2:11][O:12][C:24]2[C:29]([O:30][CH3:31])=[CH:28][CH:27]=[CH:26][C:25]=2[CH2:32][CH2:33][C:34]([OH:36])=[O:35])=[CH:7][N:6]([C:13]2[CH:18]=[CH:17][C:16]([C:19]([F:21])([F:20])[F:22])=[CH:15][N:14]=2)[N:5]=1)([CH3:3])[CH3:2]. The yield is 0.550. (4) The reactants are [O:1]1[C:5]2[CH:6]=[CH:7][C:8]([C:10]3(O)[CH2:15][CH2:14][O:13][CH2:12][CH2:11]3)=[CH:9][C:4]=2[CH:3]=[CH:2]1.C([SiH](CC)CC)C.C(O)(C(F)(F)F)=O. The catalyst is C(Cl)Cl. The product is [O:13]1[CH2:12][CH2:11][CH:10]([C:8]2[CH:7]=[CH:6][C:5]3[O:1][CH:2]=[CH:3][C:4]=3[CH:9]=2)[CH2:15][CH2:14]1. The yield is 0.880. (5) The reactants are [F:1][C:2]1[CH:3]=[C:4]([CH:8]=[CH:9][C:10]=1[CH3:11])[C:5]([OH:7])=O.[Br:12]Br.[CH:14]1([NH2:17])[CH2:16][CH2:15]1.C1C=CC2N(O)N=NC=2C=1.Cl.CN(C)CCCN=C=NCC.CCN(C(C)C)C(C)C. The catalyst is [Fe].S([O-])([O-])(=O)=S.[Na+].[Na+]. The product is [Br:12][C:9]1[CH:8]=[C:4]([CH:3]=[C:2]([F:1])[C:10]=1[CH3:11])[C:5]([NH:17][CH:14]1[CH2:16][CH2:15]1)=[O:7]. The yield is 0.440. (6) The reactants are N#N.[NH2:3][C:4]1[CH:5]=[N:6][CH:7]=[CH:8][CH:9]=1.C(N(CC)CC)C.[CH3:17][C:18]([CH3:23])([CH3:22])[C:19](Cl)=[O:20]. The catalyst is C(OCC)C.C1COCC1. The product is [CH3:17][C:18]([CH3:23])([CH3:22])[C:19]([NH:3][C:4]1[CH:5]=[N:6][CH:7]=[CH:8][CH:9]=1)=[O:20]. The yield is 0.760.